This data is from Forward reaction prediction with 1.9M reactions from USPTO patents (1976-2016). The task is: Predict the product of the given reaction. (1) Given the reactants [C:1]([C:4]1[CH:8]=[C:7]([CH3:9])[N:6]([C:10]2[CH:15]=[CH:14][C:13]([O:16][CH3:17])=[CH:12][C:11]=2[O:18][CH3:19])[C:5]=1[CH3:20])(=O)[CH3:2].[CH2:21]1[CH:23]([C:24](Cl)=O)C1.[Sn](Cl)(Cl)(Cl)Cl.[CH2:32](Cl)Cl.[NH2:35][NH2:36], predict the reaction product. The product is: [CH:23]1([C:32]2[C:8]3=[C:7]([CH3:9])[N:6]([C:10]4[CH:15]=[CH:14][C:13]([O:16][CH3:17])=[CH:12][C:11]=4[O:18][CH3:19])[C:5]([CH3:20])=[C:4]3[C:1]([CH3:2])=[N:36][N:35]=2)[CH2:24][CH2:21]1. (2) Given the reactants [Br-:1].[CH2:2]([N:4]([CH2:14][CH3:15])[CH2:5][CH2:6][O:7][C:8]1[CH:13]=[CH:12][CH:11]=[CH:10][CH:9]=1)[CH3:3].[Mg:16], predict the reaction product. The product is: [CH2:14]([N:4]([CH2:2][CH3:3])[CH2:5][CH2:6][O:7][C:8]1[CH:13]=[CH:12][C:11]([Mg:16][Br:1])=[CH:10][CH:9]=1)[CH3:15]. (3) Given the reactants [CH3:1][CH:2]1[CH2:9][C@H:8]2[C@H:4]([CH2:5][NH:6][C@@H:7]2[CH2:10][NH:11][C:12]([C:14]2[N:21]3[C:17]([S:18][CH:19]=[CH:20]3)=[N:16][C:15]=2[CH3:22])=[O:13])[CH2:3]1.[CH3:23][C:24]1[CH:25]=[C:26]([C:30]2[C:31]([C:36](O)=[O:37])=[CH:32][CH:33]=[CH:34][CH:35]=2)[CH:27]=[CH:28][CH:29]=1, predict the reaction product. The product is: [CH3:1][CH:2]1[CH2:9][C@H:8]2[C@H:4]([CH2:5][N:6]([C:36]([C:31]3[C:30]([C:26]4[CH:27]=[CH:28][CH:29]=[C:24]([CH3:23])[CH:25]=4)=[CH:35][CH:34]=[CH:33][CH:32]=3)=[O:37])[C@@H:7]2[CH2:10][NH:11][C:12]([C:14]2[N:21]3[C:17]([S:18][CH:19]=[CH:20]3)=[N:16][C:15]=2[CH3:22])=[O:13])[CH2:3]1. (4) Given the reactants [Br:1][C:2]1[CH:7]=[CH:6][C:5]([N:8]2[C:12](C(O)=O)=[C:11]([CH2:16][CH3:17])[N:10]=[N:9]2)=[CH:4][CH:3]=1.C([N:20]([CH2:23]C)CC)C.C1(P(N=[N+]=[N-])(C2C=CC=CC=2)=[O:32])C=CC=CC=1.[C:42]1([C@H:48]([OH:50])[CH3:49])[CH:47]=[CH:46][CH:45]=[CH:44][CH:43]=1, predict the reaction product. The product is: [C:42]1([C@H:48]([O:50][C:23](=[O:32])[NH:20][C:12]2[N:8]([C:5]3[CH:4]=[CH:3][C:2]([Br:1])=[CH:7][CH:6]=3)[N:9]=[N:10][C:11]=2[CH2:16][CH3:17])[CH3:49])[CH:47]=[CH:46][CH:45]=[CH:44][CH:43]=1. (5) Given the reactants FC1C=C(F)C=CC=1CN1C(=O)C=CC(CO)=N1.[O:19]=[C:20]1[N:25]([CH2:26][C:27]([F:30])([F:29])[F:28])[N:24]=[C:23]([C:31](OCC)=[O:32])[CH2:22][CH2:21]1.[BH4-].[Na+], predict the reaction product. The product is: [OH:32][CH2:31][C:23]1[CH2:22][CH2:21][C:20](=[O:19])[N:25]([CH2:26][C:27]([F:30])([F:28])[F:29])[N:24]=1. (6) The product is: [C:3]([O:6][NH:7][C:8]([N:10]1[C:18]2[C:13](=[CH:14][CH:15]=[CH:16][CH:17]=2)[CH:12]=[C:11]1[C:19]1[C:20]([OH:31])=[C:21]([C:25]2[CH:30]=[CH:29][CH:28]=[CH:27][CH:26]=2)[CH:22]=[CH:23][CH:24]=1)=[NH:9])(=[O:5])[CH3:4]. Given the reactants NO.[CH2:3]([OH:5])[CH3:4].[OH:6][NH:7][C:8]([N:10]1[C:18]2[C:13](=[CH:14][CH:15]=[CH:16][CH:17]=2)[CH:12]=[C:11]1[C:19]1[C:20]([OH:31])=[C:21]([C:25]2[CH:30]=[CH:29][CH:28]=[CH:27][CH:26]=2)[CH:22]=[CH:23][CH:24]=1)=[NH:9].C(OC(=O)C)(=O)C, predict the reaction product. (7) Given the reactants C([O:3][C:4]([C:6]1[N:10]2[CH:11]=[C:12]([CH3:16])[CH:13]=[C:14]([Br:15])[C:9]2=[N:8][C:7]=1[S:17][CH3:18])=[O:5])C.[OH-].[Na+].Cl, predict the reaction product. The product is: [Br:15][C:14]1[C:9]2[N:10]([C:6]([C:4]([OH:5])=[O:3])=[C:7]([S:17][CH3:18])[N:8]=2)[CH:11]=[C:12]([CH3:16])[CH:13]=1. (8) Given the reactants [CH2:1]([N:8]1[C:13]([C:14]2[CH:19]=[CH:18][CH:17]=[CH:16][CH:15]=2)=[CH:12][CH:11]=[C:10]([C:20]([O:22]C)=[O:21])[C:9]1=[O:24])[C:2]1[CH:7]=[CH:6][CH:5]=[CH:4][CH:3]=1.C1COCC1.CO.[OH-].[Na+], predict the reaction product. The product is: [CH2:1]([N:8]1[C:13]([C:14]2[CH:15]=[CH:16][CH:17]=[CH:18][CH:19]=2)=[CH:12][CH:11]=[C:10]([C:20]([OH:22])=[O:21])[C:9]1=[O:24])[C:2]1[CH:3]=[CH:4][CH:5]=[CH:6][CH:7]=1. (9) Given the reactants [CH3:1][C@:2]12[C@@:19]3([CH3:20])[C@@H:10]([C@:11]4([CH3:36])[C@@H:16]([CH2:17][CH2:18]3)[C:15]([CH3:22])([CH3:21])[C:14]([C:23]3[CH:35]=[CH:34][C:26]([C:27]([O:29]C(C)(C)C)=[O:28])=[CH:25][CH:24]=3)=[CH:13][CH2:12]4)[CH2:9][CH2:8][C@@H:7]1[C@H:6]1[C@H:37]([C:40]([CH3:42])=[CH2:41])[CH2:38][CH2:39][C@:5]1([CH2:43][NH:44][CH2:45][CH2:46][N:47]1[CH2:52][CH2:51][CH2:50][CH2:49][CH2:48]1)[CH2:4][CH2:3]2.C(O)(C(F)(F)F)=O, predict the reaction product. The product is: [CH3:1][C@:2]12[C@@:19]3([CH3:20])[C@@H:10]([C@:11]4([CH3:36])[C@@H:16]([CH2:17][CH2:18]3)[C:15]([CH3:21])([CH3:22])[C:14]([C:23]3[CH:24]=[CH:25][C:26]([C:27]([OH:29])=[O:28])=[CH:34][CH:35]=3)=[CH:13][CH2:12]4)[CH2:9][CH2:8][C@@H:7]1[C@H:6]1[C@H:37]([C:40]([CH3:42])=[CH2:41])[CH2:38][CH2:39][C@:5]1([CH2:43][NH:44][CH2:45][CH2:46][N:47]1[CH2:48][CH2:49][CH2:50][CH2:51][CH2:52]1)[CH2:4][CH2:3]2. (10) Given the reactants [O:1]=[C:2]1[CH2:6][CH2:5][CH2:4][N:3]1[CH2:7][CH2:8][CH2:9][NH:10][C:11]([C:13]1[CH:14]=[CH:15][C:16]([N:28]2[CH2:33][CH2:32][N:31]([C:34]3[CH:39]=[CH:38][CH:37]=[CH:36][C:35]=3[CH3:40])[CH2:30][CH2:29]2)=[C:17]([NH:19][C:20]([C:22]2[O:23][C:24](Br)=[CH:25][CH:26]=2)=[O:21])[CH:18]=1)=[O:12].C[Si]([C:45]#[CH:46])(C)C.C(N(CC)CC)C, predict the reaction product. The product is: [O:1]=[C:2]1[CH2:6][CH2:5][CH2:4][N:3]1[CH2:7][CH2:8][CH2:9][NH:10][C:11]([C:13]1[CH:14]=[CH:15][C:16]([N:28]2[CH2:33][CH2:32][N:31]([C:34]3[CH:39]=[CH:38][CH:37]=[CH:36][C:35]=3[CH3:40])[CH2:30][CH2:29]2)=[C:17]([NH:19][C:20]([C:22]2[O:23][C:24]([C:45]#[CH:46])=[CH:25][CH:26]=2)=[O:21])[CH:18]=1)=[O:12].